This data is from Full USPTO retrosynthesis dataset with 1.9M reactions from patents (1976-2016). The task is: Predict the reactants needed to synthesize the given product. (1) Given the product [N:44]1([C:42]([OH:25])=[O:43])[CH2:46][CH2:10][NH:9][CH2:8][CH2:45]1, predict the reactants needed to synthesize it. The reactants are: C1C2[C:10]3=CC4C=CC(C(O)=O)=CC=4[N:9]3[CH2:8]C=CC=2C=CC=1.CN(C)S(N)(=O)=[O:25].Cl.CN(C)CCCN=C=NCC.C[C:42]([N:44]([CH3:46])[CH3:45])=[O:43]. (2) Given the product [N+:1]([C:4]1[C:5]([NH:24][C:36]([C:34]2[O:33][N:32]=[C:31]([C:27]([CH3:30])([CH3:29])[CH3:28])[CH:35]=2)=[O:37])=[N:6][C:7]([C:14]2[CH:19]=[CH:18][CH:17]=[CH:16][C:15]=2[C:20]([F:23])([F:21])[F:22])=[CH:8][C:9]=1[C:10]([F:11])([F:12])[F:13])([O-:3])=[O:2], predict the reactants needed to synthesize it. The reactants are: [N+:1]([C:4]1[C:5]([NH2:24])=[N:6][C:7]([C:14]2[CH:19]=[CH:18][CH:17]=[CH:16][C:15]=2[C:20]([F:23])([F:22])[F:21])=[CH:8][C:9]=1[C:10]([F:13])([F:12])[F:11])([O-:3])=[O:2].[H-].[Na+].[C:27]([C:31]1[CH:35]=[C:34]([C:36](O)=[O:37])[O:33][N:32]=1)([CH3:30])([CH3:29])[CH3:28].C(Cl)(=O)C(Cl)=O.